Dataset: Catalyst prediction with 721,799 reactions and 888 catalyst types from USPTO. Task: Predict which catalyst facilitates the given reaction. (1) Reactant: [CH2:1]([C:5]1[O:6][C:7]2[CH:29]=[CH:28][CH:27]=[CH:26][C:8]=2[C:9]=1[C:10]1[O:11][C:12]([C:15]2[CH:16]=[C:17]3[C:22](=[CH:23][CH:24]=2)[CH:21]=[C:20]([OH:25])[CH:19]=[CH:18]3)=[CH:13][N:14]=1)[CH2:2][CH2:3][CH3:4].Br[CH2:31][C:32]#[N:33].C(=O)([O-])[O-].[K+].[K+]. Product: [CH2:1]([C:5]1[O:6][C:7]2[CH:29]=[CH:28][CH:27]=[CH:26][C:8]=2[C:9]=1[C:10]1[O:11][C:12]([C:15]2[CH:16]=[C:17]3[C:22](=[CH:23][CH:24]=2)[CH:21]=[C:20]([O:25][CH2:31][C:32]#[N:33])[CH:19]=[CH:18]3)=[CH:13][N:14]=1)[CH2:2][CH2:3][CH3:4]. The catalyst class is: 39. (2) Reactant: [NH2:1][C:2]1[CH:33]=[CH:32][C:5]([C:6]([NH:8][C@H:9]2[CH2:14][CH2:13][CH2:12][C@@H:11]([NH:15][C:16]3[N:21]=[C:20]([C:22]4[C:30]5[C:25](=[CH:26][CH:27]=[CH:28][CH:29]=5)[NH:24][CH:23]=4)[C:19]([Cl:31])=[CH:18][N:17]=3)[CH2:10]2)=[O:7])=[CH:4][CH:3]=1.CCN(C(C)C)C(C)C.C1COCC1.CN1C(=O)CCC1.[Br:55][CH2:56]/[CH:57]=[CH:58]/[C:59](Cl)=[O:60]. Product: [Br:55][CH2:56]/[CH:57]=[CH:58]/[C:59]([NH:1][C:2]1[CH:33]=[CH:32][C:5]([C:6]([NH:8][C@H:9]2[CH2:14][CH2:13][CH2:12][C@@H:11]([NH:15][C:16]3[N:21]=[C:20]([C:22]4[C:30]5[C:25](=[CH:26][CH:27]=[CH:28][CH:29]=5)[NH:24][CH:23]=4)[C:19]([Cl:31])=[CH:18][N:17]=3)[CH2:10]2)=[O:7])=[CH:4][CH:3]=1)=[O:60]. The catalyst class is: 1. (3) The catalyst class is: 19. Product: [CH3:28][N:11]([CH:12]1[CH2:17][CH2:16][NH:15][CH2:14][CH2:13]1)[CH2:10][CH2:9][NH:8][C:6](=[O:7])[O:5][C:1]([CH3:4])([CH3:2])[CH3:3]. Reactant: [C:1]([O:5][C:6]([NH:8][CH2:9][CH2:10][N:11]([CH3:28])[CH:12]1[CH2:17][CH2:16][N:15](C(OCC2C=CC=CC=2)=O)[CH2:14][CH2:13]1)=[O:7])([CH3:4])([CH3:3])[CH3:2]. (4) Reactant: CS(O)(=O)=O.[CH3:6][NH:7][C:8]([C:10]1[NH:11][CH:12]=[CH:13][N:14]=1)=[NH:9].[Cl:15][C:16]1[CH:23]=[C:22]([F:24])[CH:21]=[CH:20][C:17]=1C=O.[C:25]([O:31][CH2:32][CH3:33])(=[O:30])[CH2:26][C:27]([CH3:29])=O.[C:34]([O-])(=O)C.[Na+]. The catalyst class is: 8. Product: [CH3:34][N:11]1[CH:12]=[CH:13][N:14]=[C:10]1[C:8]1[NH:9][C:27]([CH3:29])=[C:26]([C:25]([O:31][CH2:32][CH3:33])=[O:30])[CH:6]([C:17]2[CH:20]=[CH:21][C:22]([F:24])=[CH:23][C:16]=2[Cl:15])[N:7]=1. (5) Reactant: [N+:1]([CH2:4][CH2:5][C:6](Cl)=[O:7])([O-:3])=[O:2].[Cl:9][C:10]1[CH:15]=[CH:14][CH:13]=[CH:12][C:11]=1[Cl:16].[Cl-].[Al+3].[Cl-].[Cl-]. Product: [Cl:9][C:10]1[CH:15]=[C:14]([C:6](=[O:7])[CH2:5][CH2:4][N+:1]([O-:3])=[O:2])[CH:13]=[CH:12][C:11]=1[Cl:16]. The catalyst class is: 194. (6) Reactant: [F:1][C:2]1[CH:3]=[CH:4][C:5]2[C:6]3[CH2:15][CH2:14][NH:13][C:12](=O)[CH2:11][C:7]=3[NH:8][C:9]=2[CH:10]=1. Product: [F:1][C:2]1[CH:3]=[CH:4][C:5]2[C:6]3[CH2:15][CH2:14][NH:13][CH2:12][CH2:11][C:7]=3[NH:8][C:9]=2[CH:10]=1. The catalyst class is: 168. (7) Reactant: [Cl:1][C:2]1[CH:16]=[C:15]([O:17][CH2:18][CH:19]=[C:20]([Cl:22])[Cl:21])[CH:14]=[C:13]([Cl:23])[C:3]=1[O:4][CH2:5][CH2:6][CH2:7][O:8]S(C)(=O)=O.O[C:25]1[CH:30]=[CH:29][C:28]([C:31](=[O:35])[CH2:32][O:33][CH3:34])=[CH:27][CH:26]=1.C(=O)([O-])[O-].[K+].[K+].O. Product: [Cl:1][C:2]1[CH:16]=[C:15]([O:17][CH2:18][CH:19]=[C:20]([Cl:22])[Cl:21])[CH:14]=[C:13]([Cl:23])[C:3]=1[O:4][CH2:5][CH2:6][CH2:7][O:8][C:25]1[CH:30]=[CH:29][C:28]([C:31](=[O:35])[CH2:32][O:33][CH3:34])=[CH:27][CH:26]=1. The catalyst class is: 9.